Dataset: NCI-60 drug combinations with 297,098 pairs across 59 cell lines. Task: Regression. Given two drug SMILES strings and cell line genomic features, predict the synergy score measuring deviation from expected non-interaction effect. (1) Drug 1: C1=CC(=CC=C1CCCC(=O)O)N(CCCl)CCCl. Drug 2: CN1C(=O)N2C=NC(=C2N=N1)C(=O)N. Cell line: OVCAR-4. Synergy scores: CSS=-2.79, Synergy_ZIP=2.47, Synergy_Bliss=3.13, Synergy_Loewe=-1.64, Synergy_HSA=-0.794. (2) Drug 1: CC12CCC(CC1=CCC3C2CCC4(C3CC=C4C5=CN=CC=C5)C)O. Drug 2: CC1C(C(CC(O1)OC2CC(OC(C2O)C)OC3=CC4=CC5=C(C(=O)C(C(C5)C(C(=O)C(C(C)O)O)OC)OC6CC(C(C(O6)C)O)OC7CC(C(C(O7)C)O)OC8CC(C(C(O8)C)O)(C)O)C(=C4C(=C3C)O)O)O)O. Cell line: OVCAR-8. Synergy scores: CSS=19.6, Synergy_ZIP=29.9, Synergy_Bliss=30.2, Synergy_Loewe=30.8, Synergy_HSA=29.8.